Dataset: Retrosynthesis with 50K atom-mapped reactions and 10 reaction types from USPTO. Task: Predict the reactants needed to synthesize the given product. (1) Given the product CCN1CCN(C2=Nc3ccccc3Nc3sc(C(F)(F)F)nc32)C[C@@H]1CCOC, predict the reactants needed to synthesize it. The reactants are: CC=O.COCC[C@H]1CN(C2=Nc3ccccc3Nc3sc(C(F)(F)F)nc32)CCN1. (2) Given the product CN(C(=O)OC(C)(C)C)c1cc(Oc2ccc(C34CC5CC(CC(C5)C3)C4)cc2)ccc1NC(=O)COc1ccc(CC2SC(=O)NC2=O)cc1, predict the reactants needed to synthesize it. The reactants are: CN(C(=O)OC(C)(C)C)c1cc(Oc2ccc(C34CC5CC(CC(C5)C3)C4)cc2)ccc1N.O=C(O)COc1ccc(CC2SC(=O)NC2=O)cc1. (3) Given the product COc1nc(NCCCN2CCOCC2)nc(OC)c1NC(=O)c1ccc(Cc2c(C)cc3c(c2C)C(C)(C)CCO3)o1, predict the reactants needed to synthesize it. The reactants are: COc1nc(NCCCN2CCOCC2)nc(OC)c1N.Cc1cc2c(c(C)c1Cc1ccc(C(=O)O)o1)C(C)(C)CCO2. (4) Given the product NC(=O)[C@@H]1CNCCN1c1ccc2c(c1)OCCn1cc(-c3ncnn3CC(F)(F)F)nc1-2, predict the reactants needed to synthesize it. The reactants are: NC(=O)[C@@H]1CN(C(=O)OCc2ccccc2)CCN1c1ccc2c(c1)OCCn1cc(-c3ncnn3CC(F)(F)F)nc1-2. (5) Given the product CC(=O)N[C@@H](Cc1cc(F)cc(F)c1)[C@H](O)[C@H]1COC(C)(C)N1C(=O)OC(C)(C)C, predict the reactants needed to synthesize it. The reactants are: CC(=O)OC(C)=O.CC(C)(C)OC(=O)N1[C@@H]([C@@H](O)[C@@H](N)Cc2cc(F)cc(F)c2)COC1(C)C. (6) The reactants are: CCN.COc1ccc(C(=O)O)cc1/C=C/c1ccc(OC(F)(F)F)cc1. Given the product CCNC(=O)c1ccc(OC)c(/C=C/c2ccc(OC(F)(F)F)cc2)c1, predict the reactants needed to synthesize it. (7) The reactants are: C1CCNC1.Clc1ccc(-c2noc(-c3sccc3Cl)n2)cc1CBr. Given the product Clc1ccc(-c2noc(-c3sccc3Cl)n2)cc1CN1CCCC1, predict the reactants needed to synthesize it. (8) Given the product O=C(O)c1c(F)ccc([N+](=O)[O-])c1Nc1ccc2[nH]ncc2c1, predict the reactants needed to synthesize it. The reactants are: Nc1ccc2[nH]ncc2c1.O=C(O)c1c(F)ccc([N+](=O)[O-])c1F. (9) Given the product COC(=O)c1sccc1S(=O)(=O)Nc1ccccc1, predict the reactants needed to synthesize it. The reactants are: COC(=O)c1sccc1S(=O)(=O)Cl.Nc1ccccc1. (10) The reactants are: C=C[C@@H]1C[C@]1(N)C(=O)NS(=O)(=O)c1cccc(OCc2ccccc2)c1.O=C(O)[C@H]1CN(Cc2cccc3ccccc23)C[C@@H]1Cc1ccc(Cl)cc1. Given the product C=C[C@@H]1C[C@]1(NC(=O)[C@H]1CN(Cc2cccc3ccccc23)C[C@@H]1Cc1ccc(Cl)cc1)C(=O)NS(=O)(=O)c1cccc(OCc2ccccc2)c1, predict the reactants needed to synthesize it.